Task: Predict the reaction yield, written as a fraction of the theoretical maximum amount of product (1.0 means a 100% yield; for example, 0.34 means a 34% yield).. Dataset: Reaction yield outcomes from USPTO patents with 853,638 reactions (1) The reactants are [Cl:1][C:2]1[CH:3]=[C:4]([CH:8]([OH:30])[CH2:9][NH:10][C:11]2[CH:16]=[CH:15][NH:14][C:13](=[O:17])[C:12]=2[C:18]2[NH:19][C:20]3[CH:26]=[C:25]([C:27]#N)[CH:24]=[C:23]([CH3:29])[C:21]=3[N:22]=2)[CH:5]=[CH:6][CH:7]=1.C([Al]CC(C)C)C(C)C.C(OCC)(=[O:42])C.O. The catalyst is C1(C)C=CC=CC=1. The product is [Cl:1][C:2]1[CH:3]=[C:4]([CH:8]([OH:30])[CH2:9][NH:10][C:11]2[CH:16]=[CH:15][NH:14][C:13](=[O:17])[C:12]=2[C:18]2[NH:19][C:20]3[CH:26]=[C:25]([CH:27]=[O:42])[CH:24]=[C:23]([CH3:29])[C:21]=3[N:22]=2)[CH:5]=[CH:6][CH:7]=1. The yield is 0.0250. (2) The catalyst is CN(C=O)C. The yield is 0.580. The product is [CH3:40][C:39]([CH3:42])([CH3:41])[CH2:38][N:37]1[C:30]2[N:31]=[C:32]([C:35]#[N:36])[N:33]=[CH:34][C:29]=2[CH:28]=[C:27]1[CH2:26][N:12]1[C:11](=[O:16])[C:10]2([CH2:9][CH2:8][N:7]([C:2]3[N:3]=[CH:4][CH:5]=[CH:6][N:1]=3)[CH2:18][CH2:17]2)[NH:14][C:13]1=[O:15]. The reactants are [N:1]1[CH:6]=[CH:5][CH:4]=[N:3][C:2]=1[N:7]1[CH2:18][CH2:17][C:10]2([NH:14][C:13](=[O:15])[NH:12][C:11]2=[O:16])[CH2:9][CH2:8]1.C([O-])([O-])=O.[K+].[K+].Br[CH2:26][C:27]1[N:37]([CH2:38][C:39]([CH3:42])([CH3:41])[CH3:40])[C:30]2[N:31]=[C:32]([C:35]#[N:36])[N:33]=[CH:34][C:29]=2[CH:28]=1. (3) The reactants are [Cl:1][C:2]1[CH:3]=[N:4][C:5]2[N:6]([N:8]=[C:9]([C:11]([OH:13])=O)[CH:10]=2)[CH:7]=1.[Cl:14][C:15]1[CH:24]=[CH:23][CH:22]=[C:21]2[C:16]=1[CH2:17][CH2:18][NH:19][CH:20]2[CH3:25]. No catalyst specified. The product is [Cl:14][C:15]1[CH:24]=[CH:23][CH:22]=[C:21]2[C:16]=1[CH2:17][CH2:18][N:19]([C:11]([C:9]1[CH:10]=[C:5]3[N:4]=[CH:3][C:2]([Cl:1])=[CH:7][N:6]3[N:8]=1)=[O:13])[CH:20]2[CH3:25]. The yield is 0.610. (4) The reactants are [Cl:1][C:2]1[CH:7]=[CH:6][C:5]([CH:8]2[C:12]3[N:13]([CH:17]([CH3:19])[CH3:18])[C:14]([CH3:16])=[N:15][C:11]=3[C:10](=[O:20])[NH:9]2)=[CH:4][CH:3]=1.Cl[C:22]1[CH:23]=[C:24]([CH3:32])[C:25]2[N:26]([C:28]([CH3:31])=[N:29][N:30]=2)[N:27]=1.CC1(C)C2C(=C(P(C3C=CC=CC=3)C3C=CC=CC=3)C=CC=2)OC2C(P(C3C=CC=CC=3)C3C=CC=CC=3)=CC=CC1=2.C([O-])([O-])=O.[Cs+].[Cs+]. The product is [Cl:1][C:2]1[CH:3]=[CH:4][C:5]([CH:8]2[C:12]3[N:13]([CH:17]([CH3:18])[CH3:19])[C:14]([CH3:16])=[N:15][C:11]=3[C:10](=[O:20])[N:9]2[C:22]2[CH:23]=[C:24]([CH3:32])[C:25]3[N:26]([C:28]([CH3:31])=[N:29][N:30]=3)[N:27]=2)=[CH:6][CH:7]=1. The catalyst is O1CCOCC1.CCOC(C)=O.O.C1C=CC(/C=C/C(/C=C/C2C=CC=CC=2)=O)=CC=1.C1C=CC(/C=C/C(/C=C/C2C=CC=CC=2)=O)=CC=1.C1C=CC(/C=C/C(/C=C/C2C=CC=CC=2)=O)=CC=1.[Pd].[Pd]. The yield is 0.379. (5) The reactants are [Si:1]([O:8][CH2:9][C:10]1[CH:11]=[C:12]([CH:24]=[C:25]([CH2:27][O:28][Si:29]([C:32]([CH3:35])([CH3:34])[CH3:33])([CH3:31])[CH3:30])[CH:26]=1)[NH:13][CH2:14][CH2:15][O:16][CH2:17][CH2:18][O:19][CH2:20][CH2:21][O:22][CH3:23])([C:4]([CH3:7])([CH3:6])[CH3:5])([CH3:3])[CH3:2].[CH3:36][S:37][S:38][C:39]([CH3:43])([CH3:42])[CH:40]=O.C(O[BH-](OC(=O)C)OC(=O)C)(=O)C.[Na+].S([O-])([O-])(=O)=O.[Mg+2]. The catalyst is ClCCCl.[Cl-].[Zn+2].[Cl-]. The product is [Si:1]([O:8][CH2:9][C:10]1[CH:11]=[C:12]([CH:24]=[C:25]([CH2:27][O:28][Si:29]([C:32]([CH3:35])([CH3:34])[CH3:33])([CH3:30])[CH3:31])[CH:26]=1)[N:13]([CH2:14][CH2:15][O:16][CH2:17][CH2:18][O:19][CH2:20][CH2:21][O:22][CH3:23])[CH2:40][C:39]([CH3:43])([S:38][S:37][CH3:36])[CH3:42])([C:4]([CH3:5])([CH3:7])[CH3:6])([CH3:3])[CH3:2]. The yield is 0.400. (6) The reactants are [CH2:1]1[CH:6]([NH2:7])[CH2:5][CH2:4][CH:3]([NH2:8])[CH2:2]1.C1(S([N:18]2[C:22]3=[N:23][CH:24]=[CH:25][CH:26]=[C:21]3[C:20]([C:27]3[CH:32]=[CH:31][N:30]=[C:29](Cl)[N:28]=3)=[CH:19]2)(=O)=O)C=CC=CC=1. No catalyst specified. The product is [NH:18]1[C:22]2=[N:23][CH:24]=[CH:25][CH:26]=[C:21]2[C:20]([C:27]2[CH:32]=[CH:31][N:30]=[C:29]([NH:7][C@H:6]3[CH2:5][CH2:4][C@H:3]([NH2:8])[CH2:2][CH2:1]3)[N:28]=2)=[CH:19]1. The yield is 0.340.